Dataset: Peptide-MHC class I binding affinity with 185,985 pairs from IEDB/IMGT. Task: Regression. Given a peptide amino acid sequence and an MHC pseudo amino acid sequence, predict their binding affinity value. This is MHC class I binding data. (1) The peptide sequence is TEQAIEDVW. The MHC is Mamu-A11 with pseudo-sequence Mamu-A11. The binding affinity (normalized) is 0.437. (2) The peptide sequence is ITKEIKNRDK. The MHC is HLA-A68:01 with pseudo-sequence HLA-A68:01. The binding affinity (normalized) is 0.288. (3) The peptide sequence is FTMRLLSPV. The MHC is HLA-A32:15 with pseudo-sequence HLA-A32:15. The binding affinity (normalized) is 0.561. (4) The peptide sequence is HAPWTQMAM. The MHC is HLA-A02:06 with pseudo-sequence HLA-A02:06. The binding affinity (normalized) is 0.473.